Dataset: NCI-60 drug combinations with 297,098 pairs across 59 cell lines. Task: Regression. Given two drug SMILES strings and cell line genomic features, predict the synergy score measuring deviation from expected non-interaction effect. Drug 1: C1=CC=C(C=C1)NC(=O)CCCCCCC(=O)NO. Drug 2: C1C(C(OC1N2C=NC3=C2NC=NCC3O)CO)O. Cell line: K-562. Synergy scores: CSS=17.0, Synergy_ZIP=-4.20, Synergy_Bliss=-0.638, Synergy_Loewe=-15.5, Synergy_HSA=-5.00.